Task: Predict the reaction yield, written as a fraction of the theoretical maximum amount of product (1.0 means a 100% yield; for example, 0.34 means a 34% yield).. Dataset: Reaction yield outcomes from USPTO patents with 853,638 reactions (1) The reactants are [CH:1]1([C:4]2[NH:8][N:7]=[C:6]([NH:9][C:10]3[C:17]([F:18])=[CH:16][C:13]([CH:14]=[O:15])=[C:12]([NH:19][C@H:20]([C:22]4[CH:27]=[CH:26][C:25]([F:28])=[CH:24][CH:23]=4)[CH3:21])[N:11]=3)[CH:5]=2)[CH2:3][CH2:2]1.[BH4-].[Na+]. The catalyst is CO. The product is [CH:1]1([C:4]2[NH:8][N:7]=[C:6]([NH:9][C:10]3[N:11]=[C:12]([NH:19][C@H:20]([C:22]4[CH:27]=[CH:26][C:25]([F:28])=[CH:24][CH:23]=4)[CH3:21])[C:13]([CH2:14][OH:15])=[CH:16][C:17]=3[F:18])[CH:5]=2)[CH2:3][CH2:2]1. The yield is 0.880. (2) The reactants are Cl.[Br:2][C:3]1[CH:4]=[C:5]2[C:10](=[CH:11][C:12]=1[CH2:13][N:14]1[CH2:19][CH2:18][N:17]([CH:20]3[CH2:25][O:24]C(C)(C)[O:22][CH2:21]3)[CH2:16][CH2:15]1)[N:9]=[CH:8][N:7]([NH:28][C:29]1[CH:34]=[C:33]([Cl:35])[CH:32]=[CH:31][C:30]=1[S:36]([CH2:39][CH3:40])(=[O:38])=[O:37])[C:6]2=[O:41]. The catalyst is CO.CS(C)=O. The product is [Br:2][C:3]1[CH:4]=[C:5]2[C:10](=[CH:11][C:12]=1[CH2:13][N:14]1[CH2:19][CH2:18][N:17]([CH:20]([CH2:21][OH:22])[CH2:25][OH:24])[CH2:16][CH2:15]1)[N:9]=[CH:8][N:7]([NH:28][C:29]1[CH:34]=[C:33]([Cl:35])[CH:32]=[CH:31][C:30]=1[S:36]([CH2:39][CH3:40])(=[O:37])=[O:38])[C:6]2=[O:41]. The yield is 0.840.